From a dataset of Forward reaction prediction with 1.9M reactions from USPTO patents (1976-2016). Predict the product of the given reaction. Given the reactants [C:1]1([C@@:7]([N:20]2[CH2:25][CH2:24][CH2:23][CH2:22][CH2:21]2)([CH3:19])[C:8]([O:10][C@@H:11]2[CH:16]3[CH2:17][CH2:18][N:13]([CH2:14][CH2:15]3)[CH2:12]2)=[O:9])[CH:6]=[CH:5][CH:4]=[CH:3][CH:2]=1.[Cl:26][CH2:27][CH2:28][C:29]1[CH:34]=[CH:33][C:32]([F:35])=[CH:31][CH:30]=1.C(OCC)C, predict the reaction product. The product is: [Cl-:26].[F:35][C:32]1[CH:33]=[CH:34][C:29]([CH2:28][CH2:27][N+:13]23[CH2:18][CH2:17][CH:16]([CH2:15][CH2:14]2)[C@@H:11]([O:10][C:8](=[O:9])[C@:7]([C:1]2[CH:6]=[CH:5][CH:4]=[CH:3][CH:2]=2)([N:20]2[CH2:25][CH2:24][CH2:23][CH2:22][CH2:21]2)[CH3:19])[CH2:12]3)=[CH:30][CH:31]=1.